From a dataset of Catalyst prediction with 721,799 reactions and 888 catalyst types from USPTO. Predict which catalyst facilitates the given reaction. Reactant: Cl[C:2]1[CH:3]=[C:4]([CH:22]=[CH:23][N:24]=1)[C:5]([NH:7][C:8]1[S:9][CH:10]=[C:11]([C:13]2[C:18]([CH3:19])=[CH:17][C:16]([CH3:20])=[CH:15][C:14]=2[CH3:21])[N:12]=1)=[O:6].[CH3:25][N:26]1[CH2:31][CH2:30][NH:29][CH2:28][CH2:27]1.O. Product: [C:14]1([CH3:21])[CH:15]=[C:16]([CH3:20])[CH:17]=[C:18]([CH3:19])[C:13]=1[C:11]1[N:12]=[C:8]([NH:7][C:5](=[O:6])[C:4]2[CH:22]=[CH:23][N:24]=[C:2]([N:29]3[CH2:30][CH2:31][N:26]([CH3:25])[CH2:27][CH2:28]3)[CH:3]=2)[S:9][CH:10]=1. The catalyst class is: 60.